From a dataset of Catalyst prediction with 721,799 reactions and 888 catalyst types from USPTO. Predict which catalyst facilitates the given reaction. Reactant: [Cl:1][C:2]1[N:7]=[C:6]2[C:8]([C:18](=[O:27])[NH:19][C@H:20]3[CH2:25][CH2:24][CH2:23][CH2:22][C@@H:21]3[OH:26])=[CH:9][N:10](C(OC(C)(C)C)=O)[C:5]2=[CH:4][CH:3]=1.C(O)(C(F)(F)F)=O. Product: [Cl:1][C:2]1[N:7]=[C:6]2[C:8]([C:18]([NH:19][C@H:20]3[CH2:25][CH2:24][CH2:23][CH2:22][C@@H:21]3[OH:26])=[O:27])=[CH:9][NH:10][C:5]2=[CH:4][CH:3]=1. The catalyst class is: 2.